From a dataset of NCI-60 drug combinations with 297,098 pairs across 59 cell lines. Regression. Given two drug SMILES strings and cell line genomic features, predict the synergy score measuring deviation from expected non-interaction effect. (1) Drug 1: CC1=C(C=C(C=C1)NC2=NC=CC(=N2)N(C)C3=CC4=NN(C(=C4C=C3)C)C)S(=O)(=O)N.Cl. Drug 2: C1=CC(=CC=C1CCCC(=O)O)N(CCCl)CCCl. Cell line: MDA-MB-231. Synergy scores: CSS=26.2, Synergy_ZIP=-3.19, Synergy_Bliss=-3.00, Synergy_Loewe=-0.684, Synergy_HSA=-0.397. (2) Drug 1: C1=CN(C=N1)CC(O)(P(=O)(O)O)P(=O)(O)O. Drug 2: CN1C2=C(C=C(C=C2)N(CCCl)CCCl)N=C1CCCC(=O)O.Cl. Cell line: MCF7. Synergy scores: CSS=2.24, Synergy_ZIP=-0.0478, Synergy_Bliss=0.764, Synergy_Loewe=0.0548, Synergy_HSA=0.182.